Dataset: Peptide-MHC class I binding affinity with 185,985 pairs from IEDB/IMGT. Task: Regression. Given a peptide amino acid sequence and an MHC pseudo amino acid sequence, predict their binding affinity value. This is MHC class I binding data. (1) The peptide sequence is WLMKYPYQL. The MHC is HLA-B39:01 with pseudo-sequence HLA-B39:01. The binding affinity (normalized) is 1.00. (2) The peptide sequence is ISIIVLFQR. The MHC is HLA-B51:01 with pseudo-sequence HLA-B51:01. The binding affinity (normalized) is 0.0801. (3) The peptide sequence is GRYIVYSSY. The MHC is HLA-B08:02 with pseudo-sequence HLA-B08:02. The binding affinity (normalized) is 0.0847. (4) The peptide sequence is LEEDIQHFL. The MHC is HLA-B18:01 with pseudo-sequence HLA-B18:01. The binding affinity (normalized) is 0.0847. (5) The peptide sequence is SLMSRVVYK. The MHC is HLA-B39:01 with pseudo-sequence HLA-B39:01. The binding affinity (normalized) is 0.0847.